This data is from Full USPTO retrosynthesis dataset with 1.9M reactions from patents (1976-2016). The task is: Predict the reactants needed to synthesize the given product. (1) Given the product [NH2:39][C@@H:31]([CH2:30][C:29](=[O:47])[NH:28][C@H:23]([C:22](=[O:48])[NH:21][CH2:20][C:19](=[O:49])[N:11]1[C:12]2[C:17](=[CH:16][CH:15]=[CH:14][CH:13]=2)[CH2:18][C@H:10]1[C:8](=[O:9])[NH:7][CH2:6][C:5]1[N:4]=[N:3][NH:2][N:1]=1)[C@@H:24]([CH3:27])[CH2:25][CH3:26])[C:32]([OH:34])=[O:33], predict the reactants needed to synthesize it. The reactants are: [N:1]1[NH:2][N:3]=[N:4][C:5]=1[CH2:6][NH:7][C:8]([C@@H:10]1[CH2:18][C:17]2[C:12](=[CH:13][CH:14]=[CH:15][CH:16]=2)[N:11]1[C:19](=[O:49])[CH2:20][NH:21][C:22](=[O:48])[C@@H:23]([NH:28][C:29](=[O:47])[CH2:30][C@H:31]([NH:39]C(OC(C)(C)C)=O)[C:32]([O:34]C(C)(C)C)=[O:33])[C@@H:24]([CH3:27])[CH2:25][CH3:26])=[O:9]. (2) The reactants are: [Cl:1][C:2]1[C:11]2[N:10]([CH3:12])[O:9][C@H:8]3[NH:13][C@H:14]([C:16]([O:18][C@@H:19]4[C@:28]5([OH:29])[C@H:23]([C@H:24]([C:31]([CH3:33])=[CH2:32])[CH2:25][CH2:26][C@H:27]5[CH3:30])[CH:22]=[C:21]([CH3:34])[C@H:20]4[OH:35])=[O:17])[CH2:15][C@@:7]3([OH:36])[C:6]=2[CH:5]=[CH:4][CH:3]=1.[C:37](O[C:37](=[O:41])[CH:38]([CH3:40])[CH3:39])(=[O:41])[CH:38]([CH3:40])[CH3:39]. Given the product [Cl:1][C:2]1[C:11]2[N:10]([CH3:12])[O:9][C@H:8]3[NH:13][C@H:14]([C:16]([O:18][C@@H:19]4[C@:28]5([OH:29])[C@H:23]([C@H:24]([C:31]([CH3:33])=[CH2:32])[CH2:25][CH2:26][C@H:27]5[CH3:30])[CH:22]=[C:21]([CH3:34])[C@H:20]4[O:35][C:37](=[O:41])[CH:38]([CH3:40])[CH3:39])=[O:17])[CH2:15][C@@:7]3([OH:36])[C:6]=2[CH:5]=[CH:4][CH:3]=1, predict the reactants needed to synthesize it. (3) Given the product [C:1]([O:5][C:6](=[O:17])[CH2:7][C:8]1[CH:9]=[CH:10][CH:11]=[C:12]([CH2:19][CH2:18][NH:20][S:26]([CH3:25])(=[O:28])=[O:27])[CH:13]=1)([CH3:2])([CH3:3])[CH3:4], predict the reactants needed to synthesize it. The reactants are: [C:1]([O:5][C:6](=[O:17])[CH2:7][C:8]1[CH:13]=[CH:12][CH:11]=[CH:10][C:9]=1CCN)([CH3:4])([CH3:3])[CH3:2].[CH2:18]([N:20](CC)CC)[CH3:19].[CH3:25][S:26](Cl)(=[O:28])=[O:27]. (4) Given the product [Si:12]([O:19][CH2:20][C@@H:21]1[C:26]([CH3:27])=[CH:25][C@H:24]([OH:28])[CH2:23][N:22]1[C:29]([O:31][C:32]([CH3:35])([CH3:34])[CH3:33])=[O:30])([C:15]([CH3:18])([CH3:16])[CH3:17])([CH3:14])[CH3:13], predict the reactants needed to synthesize it. The reactants are: O.O.O.O.O.O.O.[Cl-].[Ce+3].[Cl-].[Cl-].[Si:12]([O:19][CH2:20][C@@H:21]1[C:26]([CH3:27])=[CH:25][C:24](=[O:28])[CH2:23][N:22]1[C:29]([O:31][C:32]([CH3:35])([CH3:34])[CH3:33])=[O:30])([C:15]([CH3:18])([CH3:17])[CH3:16])([CH3:14])[CH3:13].[BH4-].[Na+]. (5) Given the product [CH2:6]([C@H:2]([NH2:1])[C:3]([OH:5])=[O:4])[CH2:7][C:8]([NH:10][C@H:11]([C:14]([NH:16][CH2:17][C:18]([OH:20])=[O:19])=[O:15])[CH2:12][S:13][N:21]=[O:22])=[O:9], predict the reactants needed to synthesize it. The reactants are: [NH2:1][C@@H:2]([CH2:6][CH2:7][C:8]([NH:10][C@H:11]([C:14]([NH:16][CH2:17][C:18]([OH:20])=[O:19])=[O:15])[CH2:12][SH:13])=[O:9])[C:3]([OH:5])=[O:4].[N:21]([O-])=[O:22].[Na+].